This data is from Forward reaction prediction with 1.9M reactions from USPTO patents (1976-2016). The task is: Predict the product of the given reaction. Given the reactants [CH:1](=[N:8]/[C:9]1[CH:14]=[CH:13][C:12]([OH:15])=[C:11]([F:16])[CH:10]=1)\[C:2]1[CH:7]=[CH:6][CH:5]=[CH:4][CH:3]=1.[OH-].[Na+].[C:19](O)(=[O:21])[CH3:20], predict the reaction product. The product is: [CH2:1]([N:8]([C:9]1[CH:14]=[CH:13][C:12]([OH:15])=[C:11]([F:16])[CH:10]=1)[C:19](=[O:21])[CH3:20])[C:2]1[CH:3]=[CH:4][CH:5]=[CH:6][CH:7]=1.